From a dataset of Full USPTO retrosynthesis dataset with 1.9M reactions from patents (1976-2016). Predict the reactants needed to synthesize the given product. (1) Given the product [CH2:22]([O:11][C:10](=[O:12])[CH2:9][C:6]1[CH:7]=[N:8][C:3]([C:2]([F:13])([F:1])[F:14])=[CH:4][CH:5]=1)[CH3:23], predict the reactants needed to synthesize it. The reactants are: [F:1][C:2]([F:14])([F:13])[C:3]1[N:8]=[CH:7][C:6]([CH2:9][C:10]([OH:12])=[O:11])=[CH:5][CH:4]=1.CO.S(=O)(=O)(O)O.[CH2:22](O)[CH3:23]. (2) Given the product [Cl:15][C:16]1[C:24]([C:25]2([C:28]#[N:29])[CH2:27][CH2:26]2)=[CH:23][CH:22]=[CH:21][C:17]=1[C:18]([NH:1][C:2]1[CH:3]=[C:4]([OH:9])[CH:5]=[CH:6][C:7]=1[F:8])=[O:19], predict the reactants needed to synthesize it. The reactants are: [NH2:1][C:2]1[CH:3]=[C:4]([OH:9])[CH:5]=[CH:6][C:7]=1[F:8].C(=O)([O-])O.[Na+].[Cl:15][C:16]1[C:24]([C:25]2([C:28]#[N:29])[CH2:27][CH2:26]2)=[CH:23][CH:22]=[CH:21][C:17]=1[C:18](Cl)=[O:19]. (3) Given the product [CH3:37][O:36][CH2:35][N:31]1[C:30]2[CH:38]=[CH:39][C:27]([CH:25]([C:22]3[S:23][CH:24]=[C:20]([C:2]4[CH:7]=[CH:6][C:5]([C:8]5([CH3:13])[O:12][CH2:11][CH2:10][O:9]5)=[CH:4][N:3]=4)[N:21]=3)[CH3:26])=[CH:28][C:29]=2[S:33][C:32]1=[O:34], predict the reactants needed to synthesize it. The reactants are: Br[C:2]1[CH:7]=[CH:6][C:5]([C:8]2([CH3:13])[O:12][CH2:11][CH2:10][O:9]2)=[CH:4][N:3]=1.C([Li])CCC.Br[C:20]1[N:21]=[C:22]([CH:25]([C:27]2[CH:39]=[CH:38][C:30]3[N:31]([CH2:35][O:36][CH3:37])[C:32](=[O:34])[S:33][C:29]=3[CH:28]=2)[CH3:26])[S:23][CH:24]=1. (4) Given the product [NH3:16].[Cl:1][C:2]1[CH:7]=[CH:6][C:5]([C:8]2[NH:36][C:33]3[C:34]([C:9]=2[CH2:10][C:11]([OH:13])=[O:12])=[CH:35][C:30]([O:29][CH3:28])=[CH:31][CH:32]=3)=[CH:4][C:3]=1[S:15](=[O:24])(=[O:23])[NH:16][CH:17]1[CH2:22][CH2:21][CH2:20][CH2:19][CH2:18]1, predict the reactants needed to synthesize it. The reactants are: [Cl:1][C:2]1[CH:7]=[CH:6][C:5]([C:8](=O)[CH2:9][CH2:10][C:11]([OH:13])=[O:12])=[CH:4][C:3]=1[S:15](=[O:24])(=[O:23])[NH:16][CH:17]1[CH2:22][CH2:21][CH2:20][CH2:19][CH2:18]1.[OH-].[K+].Cl.[CH3:28][O:29][C:30]1[CH:35]=[CH:34][C:33]([NH:36]N)=[CH:32][CH:31]=1. (5) The reactants are: [CH2:1]([O:3][C:4]([C:6]1[N:7]([CH3:13])[C:8](Br)=[N:9][C:10]=1[CH3:11])=[O:5])[CH3:2].[Cl:14][C:15]1[CH:20]=[CH:19][C:18]([C:21]#[CH:22])=[CH:17][CH:16]=1. Given the product [CH2:1]([O:3][C:4]([C:6]1[N:7]([CH3:13])[C:8]([C:22]#[C:21][C:18]2[CH:19]=[CH:20][C:15]([Cl:14])=[CH:16][CH:17]=2)=[N:9][C:10]=1[CH3:11])=[O:5])[CH3:2], predict the reactants needed to synthesize it.